This data is from Peptide-MHC class I binding affinity with 185,985 pairs from IEDB/IMGT. The task is: Regression. Given a peptide amino acid sequence and an MHC pseudo amino acid sequence, predict their binding affinity value. This is MHC class I binding data. (1) The peptide sequence is SLYASPQL. The MHC is H-2-Kb with pseudo-sequence H-2-Kb. The binding affinity (normalized) is 0.472. (2) The peptide sequence is LSPILAEEL. The MHC is Mamu-A01 with pseudo-sequence Mamu-A01. The binding affinity (normalized) is 1.00. (3) The binding affinity (normalized) is 0.440. The peptide sequence is CINGVCWSV. The MHC is HLA-A02:02 with pseudo-sequence HLA-A02:02. (4) The peptide sequence is APDGFYPFK. The MHC is HLA-A02:03 with pseudo-sequence HLA-A02:03. The binding affinity (normalized) is 0.0847. (5) The peptide sequence is FSTSAYLVSI. The MHC is H-2-Db with pseudo-sequence H-2-Db. The binding affinity (normalized) is 0.0486.